Dataset: Reaction yield outcomes from USPTO patents with 853,638 reactions. Task: Predict the reaction yield, written as a fraction of the theoretical maximum amount of product (1.0 means a 100% yield; for example, 0.34 means a 34% yield). (1) The reactants are C[N:2](C)/[CH:3]=[CH:4]/[C:5]([C:7]1[C:12](=[O:13])[CH:11]=[CH:10][N:9]([C:14]2[CH:19]=[CH:18][CH:17]=[C:16]([S:20]([CH3:23])(=[O:22])=[O:21])[CH:15]=2)[N:8]=1)=O.[CH3:25][O:26][C:27]1[CH:32]=[CH:31][CH:30]=[CH:29][C:28]=1[C:33]1[N:34]=[C:35]([NH:38]N)[S:36][CH:37]=1. No catalyst specified. The product is [CH3:23][S:20]([C:16]1[CH:15]=[C:14]([N:9]2[CH:10]=[CH:11][C:12](=[O:13])[C:7]([C:5]3[N:38]([C:35]4[S:36][CH:37]=[C:33]([C:28]5[CH:29]=[CH:30][CH:31]=[CH:32][C:27]=5[O:26][CH3:25])[N:34]=4)[N:2]=[CH:3][CH:4]=3)=[N:8]2)[CH:19]=[CH:18][CH:17]=1)(=[O:22])=[O:21]. The yield is 0.210. (2) The reactants are [F:1][C:2]1[CH:7]=[C:6](I)[CH:5]=[CH:4][C:3]=1[N:9]1[CH:14]=[C:13]([O:15][CH3:16])[C:12](=[O:17])[C:11]([C:18]2[N:22]([C:23]3[CH:28]=[CH:27][CH:26]=[CH:25][CH:24]=3)[N:21]=[CH:20][CH:19]=2)=[N:10]1.C([Sn](CCCC)(CCCC)[C:34]1[O:35][CH:36]=[CH:37][N:38]=1)CCC. The catalyst is O1CCOCC1.C([O-])(O)=O.[Na+].C1C=CC([P]([Pd]([P](C2C=CC=CC=2)(C2C=CC=CC=2)C2C=CC=CC=2)([P](C2C=CC=CC=2)(C2C=CC=CC=2)C2C=CC=CC=2)[P](C2C=CC=CC=2)(C2C=CC=CC=2)C2C=CC=CC=2)(C2C=CC=CC=2)C2C=CC=CC=2)=CC=1. The product is [F:1][C:2]1[CH:7]=[C:6]([C:34]2[O:35][CH:36]=[CH:37][N:38]=2)[CH:5]=[CH:4][C:3]=1[N:9]1[CH:14]=[C:13]([O:15][CH3:16])[C:12](=[O:17])[C:11]([C:18]2[N:22]([C:23]3[CH:28]=[CH:27][CH:26]=[CH:25][CH:24]=3)[N:21]=[CH:20][CH:19]=2)=[N:10]1. The yield is 0.530. (3) The reactants are N(C(OCC)=O)=NC(OCC)=O.[CH3:13][CH:14]([OH:16])[CH3:15].C1(P(C2C=CC=CC=2)C2C=CC=CC=2)C=CC=CC=1.O[C:37]1[CH:47]=[CH:46][CH:45]=[C:39]2[C:40]([NH:42][C:43](=[O:44])[C:38]=12)=[O:41]. The catalyst is C1COCC1. The product is [CH:14]([O:16][N:42]1[C:43](=[O:44])[C:38]2[C:39](=[CH:45][CH:46]=[CH:47][CH:37]=2)[C:40]1=[O:41])([CH3:15])[CH3:13]. The yield is 0.870. (4) The reactants are [CH2:1]([S:8][CH:9]([CH:19](OC)[O:20]C)[CH2:10][NH:11][C:12](=[O:18])[O:13][C:14]([CH3:17])([CH3:16])[CH3:15])[C:2]1[CH:7]=[CH:6][CH:5]=[CH:4][CH:3]=1.C(O)(=O)C. The catalyst is O1CCCC1.O. The product is [CH2:1]([S:8][CH:9]([CH:19]=[O:20])[CH2:10][NH:11][C:12](=[O:18])[O:13][C:14]([CH3:17])([CH3:15])[CH3:16])[C:2]1[CH:3]=[CH:4][CH:5]=[CH:6][CH:7]=1. The yield is 0.660. (5) The reactants are [CH2:1]([C:5]1[CH:10]=[CH:9][C:8]([CH:11]([CH3:25])[C:12](=[O:24])[S:13][CH2:14][CH2:15][NH:16]C(OC(C)(C)C)=O)=[CH:7][CH:6]=1)[CH:2]([CH3:4])[CH3:3].[ClH:26]. The catalyst is C1COCC1. The product is [Cl-:26].[CH2:1]([C:5]1[CH:10]=[CH:9][C:8]([CH:11]([CH3:25])[C:12]([S:13][CH2:14][CH2:15][NH3+:16])=[O:24])=[CH:7][CH:6]=1)[CH:2]([CH3:4])[CH3:3]. The yield is 1.00. (6) The reactants are C([Si](C)(C)[O:6][C:7]1[CH:12]=[CH:11][C:10]([C:13]2[N:30]([CH:31]3[CH2:36][CH2:35][CH2:34][CH2:33][CH2:32]3)[C:16]3=[N:17][CH:18]=[C:19]([C:21]4[N:25]([CH2:26][CH2:27][C:28]#[N:29])[N:24]=[N:23][N:22]=4)[CH:20]=[C:15]3[N:14]=2)=[CH:9][CH:8]=1)(C)(C)C.O.C(OCC)(=O)C. The catalyst is C(O)(=O)C.O1CCCC1. The product is [CH:31]1([N:30]2[C:16]3=[N:17][CH:18]=[C:19]([C:21]4[N:25]([CH2:26][CH2:27][C:28]#[N:29])[N:24]=[N:23][N:22]=4)[CH:20]=[C:15]3[N:14]=[C:13]2[C:10]2[CH:9]=[CH:8][C:7]([OH:6])=[CH:12][CH:11]=2)[CH2:36][CH2:35][CH2:34][CH2:33][CH2:32]1. The yield is 0.890.